From a dataset of TCR-epitope binding with 47,182 pairs between 192 epitopes and 23,139 TCRs. Binary Classification. Given a T-cell receptor sequence (or CDR3 region) and an epitope sequence, predict whether binding occurs between them. (1) The epitope is ITEEVGHTDLMAAY. The TCR CDR3 sequence is CASSQFDGVNEKLFF. Result: 0 (the TCR does not bind to the epitope). (2) The epitope is RPHERNGFTVL. The TCR CDR3 sequence is CASSWAPNTGELFF. Result: 1 (the TCR binds to the epitope). (3) Result: 0 (the TCR does not bind to the epitope). The TCR CDR3 sequence is CASSLDPGHSYEQYF. The epitope is LEPLVDLPI. (4) The epitope is YLQPRTFLL. The TCR CDR3 sequence is CASRSRVEQNTGELFF. Result: 1 (the TCR binds to the epitope). (5) The epitope is KAFSPEVIPMF. The TCR CDR3 sequence is CASSGGSYGYTF. Result: 1 (the TCR binds to the epitope). (6) The epitope is YFPLQSYGF. The TCR CDR3 sequence is CASSPAGEQYF. Result: 1 (the TCR binds to the epitope). (7) The epitope is FLASKIGRLV. The TCR CDR3 sequence is CASSSGTGGSNQPQHF. Result: 0 (the TCR does not bind to the epitope). (8) The epitope is KLGGALQAK. The TCR CDR3 sequence is CASRPRPGQASTDTQYF. Result: 1 (the TCR binds to the epitope). (9) The epitope is RILGAGCFV. The TCR CDR3 sequence is CASNPGGSWTEAFF. Result: 0 (the TCR does not bind to the epitope). (10) The TCR CDR3 sequence is CASRTSGGPYEQYF. Result: 0 (the TCR does not bind to the epitope). The epitope is RLRPGGKKK.